Task: Predict the reactants needed to synthesize the given product.. Dataset: Full USPTO retrosynthesis dataset with 1.9M reactions from patents (1976-2016) (1) The reactants are: O[C:2]1[C:3]2[N:11]=[CH:10][CH:9]=[C:8]([C:12]([NH2:14])=[O:13])[C:4]=2[N:5]=[CH:6][N:7]=1.Cl.[NH2:16][C@@H:17]([C:33]1[CH:38]=[CH:37][CH:36]=[C:35]([Br:39])[CH:34]=1)[CH2:18][N:19]([CH3:32])S(C1C=CC([N+]([O-])=O)=CC=1)(=O)=O. Given the product [Br:39][C:35]1[CH:34]=[C:33]([C@H:17]([NH:16][C:2]2[C:3]3[N:11]=[CH:10][CH:9]=[C:8]([C:12]([NH2:14])=[O:13])[C:4]=3[N:5]=[CH:6][N:7]=2)[CH2:18][NH:19][CH3:32])[CH:38]=[CH:37][CH:36]=1, predict the reactants needed to synthesize it. (2) The reactants are: C1([CH:4]([C:12]([CH:14]([CH:22]2[CH2:24]C2)C2C=CC=CC=2F)=[O:13])[C:5]2[CH:10]=[CH:9][CH:8]=[CH:7][C:6]=2[F:11])CC1.OO.[BrH:27]. Given the product [Br:27][CH:4]([C:5]1[CH:10]=[CH:9][CH:8]=[CH:7][C:6]=1[F:11])[C:12]([CH:14]1[CH2:22][CH2:24]1)=[O:13], predict the reactants needed to synthesize it. (3) Given the product [CH3:38][C:35]1[CH:34]=[CH:33][C:32]([S:29]([N:14]2[CH2:15][C@H:16]3[CH2:17][C@@H:13]2[CH2:12][N:39]3[CH2:40][C:41]2[CH:42]=[N:43][CH:44]=[CH:45][CH:46]=2)(=[O:30])=[O:31])=[CH:37][CH:36]=1, predict the reactants needed to synthesize it. The reactants are: CC1C=CC(S(O[CH2:12][C@H:13]2[CH2:17][C@H:16](OS(C3C=CC(C)=CC=3)(=O)=O)[CH2:15][N:14]2[S:29]([C:32]2[CH:37]=[CH:36][C:35]([CH3:38])=[CH:34][CH:33]=2)(=[O:31])=[O:30])(=O)=O)=CC=1.[NH2:39][CH2:40][C:41]1[CH:42]=[N:43][CH:44]=[CH:45][CH:46]=1. (4) Given the product [Cl:25][C:26]1[N:30]2[CH:31]=[C:32]([C:39]3[O:40][CH:41]=[CH:42][CH:43]=3)[CH:33]=[C:34]([C:35]([F:38])([F:36])[F:37])[C:29]2=[N:28][C:27]=1[C:44]([N:56]1[CH2:57][CH2:58][CH:53]([C:47]2[CH:52]=[CH:51][CH:50]=[CH:49][CH:48]=2)[CH2:54][CH2:55]1)=[O:46], predict the reactants needed to synthesize it. The reactants are: CN(C(ON1N=NC2C=CC=NC1=2)=[N+](C)C)C.F[P-](F)(F)(F)(F)F.[Cl:25][C:26]1[N:30]2[CH:31]=[C:32]([C:39]3[O:40][CH:41]=[CH:42][CH:43]=3)[CH:33]=[C:34]([C:35]([F:38])([F:37])[F:36])[C:29]2=[N:28][C:27]=1[C:44]([OH:46])=O.[C:47]1([CH:53]2[CH2:58][CH2:57][NH:56][CH2:55][CH2:54]2)[CH:52]=[CH:51][CH:50]=[CH:49][CH:48]=1. (5) Given the product [F:1][C:2]1[CH:3]=[CH:4][C:5]([CH2:6][S:7]([CH2:8][C:9]([O:11][CH2:12][CH3:13])=[O:10])=[O:24])=[CH:14][CH:15]=1, predict the reactants needed to synthesize it. The reactants are: [F:1][C:2]1[CH:15]=[CH:14][C:5]([CH2:6][S:7][CH2:8][C:9]([O:11][CH2:12][CH3:13])=[O:10])=[CH:4][CH:3]=1.C1C=C(Cl)C=C(C(OO)=[O:24])C=1. (6) Given the product [CH2:31]([O:30][C:28](=[O:29])[CH2:27][CH2:26][CH2:25][CH2:24][N:7]([CH2:8][C:9]1[CH:18]=[CH:17][C:12]([C:13]([O:15][CH3:16])=[O:14])=[CH:11][CH:10]=1)[CH2:6][CH2:5][C:4]1[CH:19]=[CH:20][CH:21]=[CH:22][C:3]=1[O:2][CH3:1])[CH3:32], predict the reactants needed to synthesize it. The reactants are: [CH3:1][O:2][C:3]1[CH:22]=[CH:21][CH:20]=[CH:19][C:4]=1[CH2:5][CH2:6][NH:7][CH2:8][C:9]1[CH:18]=[CH:17][C:12]([C:13]([O:15][CH3:16])=[O:14])=[CH:11][CH:10]=1.Br[CH2:24][CH2:25][CH2:26][CH2:27][C:28]([O:30][CH2:31][CH3:32])=[O:29].C(=O)([O-])[O-].[Na+].[Na+]. (7) Given the product [Br:1][C:2]1[C:3]([F:32])=[CH:4][C:5]2[CH:11]3[CH2:12][CH:9]([CH2:10]3)[N:8]3[C:13]([CH:20]([C:22]4[C:23]([O:29][CH3:30])=[N:24][CH:25]=[C:26]([F:28])[CH:27]=4)[OH:21])=[C:14]([C:16]([NH2:38])=[O:18])[N:15]=[C:7]3[C:6]=2[CH:31]=1, predict the reactants needed to synthesize it. The reactants are: [Br:1][C:2]1[C:3]([F:32])=[CH:4][C:5]2[CH:11]3[CH2:12][CH:9]([CH2:10]3)[N:8]3[C:13]([CH:20]([C:22]4[C:23]([O:29][CH3:30])=[N:24][CH:25]=[C:26]([F:28])[CH:27]=4)[OH:21])=[C:14]([C:16]([O:18]C)=O)[N:15]=[C:7]3[C:6]=2[CH:31]=1.C[O-].[Na+].C([NH2:38])=O. (8) Given the product [CH2:1]([C:3]1[CH:4]=[CH:5][C:6]([CH:9]2[CH2:10][CH:11]([C:23]3[O:24][N:29]=[C:28]([C:30]4[CH:35]=[CH:34][CH:33]=[CH:32][C:31]=4[CH3:36])[N:27]=3)[CH2:12][N:13]([C:15]([N:17]3[CH2:22][CH2:21][O:20][CH2:19][CH2:18]3)=[O:16])[CH2:14]2)=[CH:7][CH:8]=1)[CH3:2], predict the reactants needed to synthesize it. The reactants are: [CH2:1]([C:3]1[CH:8]=[CH:7][C:6]([CH:9]2[CH2:14][N:13]([C:15]([N:17]3[CH2:22][CH2:21][O:20][CH2:19][CH2:18]3)=[O:16])[CH2:12][CH:11]([C:23](O)=[O:24])[CH2:10]2)=[CH:5][CH:4]=1)[CH3:2].O[NH:27][C:28]([C:30]1[CH:35]=[CH:34][CH:33]=[CH:32][C:31]=1[CH3:36])=[NH:29]. (9) Given the product [CH3:24][O:25][C:26](=[O:32])/[CH:27]=[CH:28]\[C:29]([N:8]1[C:7]2[CH:10]=[CH:11][CH:12]=[C:13]([CH:14]([CH3:16])[CH3:15])[C:6]=2[O:5][CH:4]([CH:1]([CH3:3])[CH3:2])[CH2:9]1)=[O:30], predict the reactants needed to synthesize it. The reactants are: [CH:1]([CH:4]1[CH2:9][NH:8][C:7]2[CH:10]=[CH:11][CH:12]=[C:13]([CH:14]([CH3:16])[CH3:15])[C:6]=2[O:5]1)([CH3:3])[CH3:2].C(N(CC)CC)C.[CH3:24][O:25][C:26](=[O:32])/[CH:27]=[CH:28]\[C:29](Cl)=[O:30].O.